Task: Predict which catalyst facilitates the given reaction.. Dataset: Catalyst prediction with 721,799 reactions and 888 catalyst types from USPTO (1) Reactant: [CH3:1][C@H:2]([CH2:31][CH2:32][CH2:33][C@H:34]([CH3:46])[CH2:35][CH2:36][CH2:37][C@H:38]([CH3:45])[CH2:39][CH2:40][CH2:41][CH:42]([CH3:44])[CH3:43])[CH2:3][CH2:4][O:5][C@@H:6]([CH2:9][O:10][CH2:11][CH2:12][C@H:13]([CH3:30])[CH2:14][CH2:15][CH2:16][C@H:17]([CH3:29])[CH2:18][CH2:19][CH2:20][C@H:21]([CH3:28])[CH2:22][CH2:23][CH2:24][CH:25]([CH3:27])[CH3:26])[CH2:7][OH:8].ClC(Cl)(Cl)C(=N)O[C@H:51]1[O:76][C@H:75]([CH2:77][O:78][CH2:79][C:80]2[CH:85]=[CH:84][CH:83]=[CH:82][CH:81]=2)[C@@H:66]([O:67][CH2:68][C:69]2[CH:74]=[CH:73][CH:72]=[CH:71][CH:70]=2)[C@H:57]([O:58][CH2:59][C:60]2[CH:65]=[CH:64][CH:63]=[CH:62][CH:61]=2)[C@@H:52]1[O:53][C:54](=[O:56])[CH3:55].C([Si](OS(C(F)(F)F)(=O)=O)(CC)CC)C. Product: [C:54]([O:53][C@H:52]1[C@@H:57]([O:58][CH2:59][C:60]2[CH:61]=[CH:62][CH:63]=[CH:64][CH:65]=2)[C@H:66]([O:67][CH2:68][C:69]2[CH:70]=[CH:71][CH:72]=[CH:73][CH:74]=2)[C@@H:75]([CH2:77][O:78][CH2:79][C:80]2[CH:81]=[CH:82][CH:83]=[CH:84][CH:85]=2)[O:76][C@@H:51]1[O:8][CH2:7][C@H:6]([O:5][CH2:4][CH2:3][C@H:2]([CH3:1])[CH2:31][CH2:32][CH2:33][C@H:34]([CH3:46])[CH2:35][CH2:36][CH2:37][C@H:38]([CH3:45])[CH2:39][CH2:40][CH2:41][CH:42]([CH3:44])[CH3:43])[CH2:9][O:10][CH2:11][CH2:12][C@H:13]([CH3:30])[CH2:14][CH2:15][CH2:16][C@H:17]([CH3:29])[CH2:18][CH2:19][CH2:20][C@H:21]([CH3:28])[CH2:22][CH2:23][CH2:24][CH:25]([CH3:26])[CH3:27])(=[O:56])[CH3:55]. The catalyst class is: 2. (2) The catalyst class is: 6. Product: [Br:1][CH:2]1[CH2:11][CH2:10][C:9]2[C:4](=[CH:5][CH:6]=[CH:7][C:8]=2[Br:12])[C:3]1=[O:13]. Reactant: [Br:1][C:2]1(Br)[CH2:11][CH2:10][C:9]2[C:4](=[CH:5][CH:6]=[CH:7][C:8]=2[Br:12])[C:3]1=[O:13]. (3) Reactant: C[O:2][C:3]([C:5]1[C:6]2[CH2:7][C:8]([CH3:29])([CH3:28])[CH:9]([C:16]3[CH:21]=[CH:20][CH:19]=[C:18]([N:22]4[CH2:27][CH2:26][O:25][CH2:24][CH2:23]4)[CH:17]=3)[NH:10][C:11]=2[CH:12]=[C:13]([F:15])[CH:14]=1)=[O:4].[OH-].[Na+].Cl. Product: [F:15][C:13]1[CH:14]=[C:5]([C:3]([OH:4])=[O:2])[C:6]2[CH2:7][C:8]([CH3:29])([CH3:28])[CH:9]([C:16]3[CH:21]=[CH:20][CH:19]=[C:18]([N:22]4[CH2:23][CH2:24][O:25][CH2:26][CH2:27]4)[CH:17]=3)[NH:10][C:11]=2[CH:12]=1. The catalyst class is: 364. (4) Reactant: [N:1]12[CH2:8][CH2:7][C:4]([C:9]([C:17]3[CH:22]=[CH:21][CH:20]=[CH:19][CH:18]=3)([C:11]3[CH:16]=[CH:15][CH:14]=[CH:13][CH:12]=3)[OH:10])([CH2:5][CH2:6]1)[CH2:3][CH2:2]2.[F:23][C:24]1[CH:25]=[C:26]([O:30][CH2:31][CH2:32][CH2:33][Br:34])[CH:27]=[CH:28][CH:29]=1. Product: [Br-:34].[F:23][C:24]1[CH:25]=[C:26]([O:30][CH2:31][CH2:32][CH2:33][N+:1]23[CH2:6][CH2:5][C:4]([C:9]([OH:10])([C:17]4[CH:22]=[CH:21][CH:20]=[CH:19][CH:18]=4)[C:11]4[CH:12]=[CH:13][CH:14]=[CH:15][CH:16]=4)([CH2:3][CH2:2]2)[CH2:7][CH2:8]3)[CH:27]=[CH:28][CH:29]=1. The catalyst class is: 23. (5) Reactant: [CH2:1]([NH:18][S:19]([C:22]1[CH:27]=[CH:26][C:25]([O:28][CH3:29])=[C:24]([O:30][CH3:31])[CH:23]=1)(=[O:21])=[O:20])[CH:2]([NH:4][S:5]([C:8]1[CH:13]=[CH:12][C:11]([O:14][CH3:15])=[C:10]([O:16][CH3:17])[CH:9]=1)(=[O:7])=[O:6])[CH3:3].C([O-])([O-])=O.[K+].[K+].Br[CH2:39][CH2:40][CH2:41]Br. Product: [CH3:17][O:16][C:10]1[CH:9]=[C:8]([S:5]([N:4]2[CH2:41][CH2:40][CH2:39][N:18]([S:19]([C:22]3[CH:27]=[CH:26][C:25]([O:28][CH3:29])=[C:24]([O:30][CH3:31])[CH:23]=3)(=[O:21])=[O:20])[CH2:1][CH:2]2[CH3:3])(=[O:7])=[O:6])[CH:13]=[CH:12][C:11]=1[O:14][CH3:15]. The catalyst class is: 23.